This data is from Full USPTO retrosynthesis dataset with 1.9M reactions from patents (1976-2016). The task is: Predict the reactants needed to synthesize the given product. (1) Given the product [NH2:23][C@H:18]1[C@H:19]([F:22])[CH2:20][O:21][C@H:15]([C:14]2[N:13]([CH3:31])[N:12]=[CH:11][C:10]=2[NH:9][C:7]([C:5]2[N:6]=[C:2]([C:34]3[C:35]([F:41])=[CH:36][CH:37]=[C:38]([O:39][CH3:40])[C:33]=3[F:32])[S:3][CH:4]=2)=[O:8])[CH2:16][CH2:17]1, predict the reactants needed to synthesize it. The reactants are: Br[C:2]1[S:3][CH:4]=[C:5]([C:7]([NH:9][C:10]2[CH:11]=[N:12][N:13]([CH3:31])[C:14]=2[C@H:15]2[O:21][CH2:20][C@@H:19]([F:22])[C@H:18]([NH:23]C(=O)OC(C)(C)C)[CH2:17][CH2:16]2)=[O:8])[N:6]=1.[F:32][C:33]1[C:38]([O:39][CH3:40])=[CH:37][CH:36]=[C:35]([F:41])[C:34]=1B(O)O. (2) Given the product [NH2:21][C@H:22]([C:27]([OH:29])=[O:28])[CH2:23][CH2:24][S:25][CH3:26].[NH2:1][C@H:2]([C:7]([OH:9])=[O:8])[CH2:3][C:4]1[CH:6]=[CH:14][C:13]([OH:20])=[CH:22][CH:5]=1, predict the reactants needed to synthesize it. The reactants are: [NH2:1][C@H:2]([C:7]([OH:9])=[O:8])[CH2:3][CH:4]([CH3:6])[CH3:5].C(O[C:13](=[O:20])[C@H:14](CC(C)C)N)C.[NH2:21][C@H:22]([C:27]([OH:29])=[O:28])[CH2:23][CH2:24][S:25][CH3:26].